From a dataset of Reaction yield outcomes from USPTO patents with 853,638 reactions. Predict the reaction yield, written as a fraction of the theoretical maximum amount of product (1.0 means a 100% yield; for example, 0.34 means a 34% yield). (1) The reactants are [H-].[Na+].[CH2:3]([N:10]1[CH2:15][CH2:14][CH2:13][C:12](=[O:16])[CH2:11]1)[C:4]1[CH:9]=[CH:8][CH:7]=[CH:6][CH:5]=1.[CH3:17]S(C)=O. The catalyst is C1COCC1. The product is [CH2:3]([N:10]1[CH2:15][CH2:14][CH2:13][C:12]2([O:16][CH2:17]2)[CH2:11]1)[C:4]1[CH:5]=[CH:6][CH:7]=[CH:8][CH:9]=1. The yield is 0.710. (2) The reactants are Br[C:2]1[CH:3]=[CH:4][C:5]([F:17])=[C:6]([C:8]23[CH2:15][CH:14]2[CH2:13][O:12][CH2:11][C:10](=[O:16])[NH:9]3)[CH:7]=1.CC(C)([O-])C.[Na+].C(P(C(C)(C)C)C1C=CC=CC=1C1C(C(C)C)=CC(C(C)C)=CC=1C(C)C)(C)(C)C.[C:54](=[NH:67])([C:61]1[CH:66]=[CH:65][CH:64]=[CH:63][CH:62]=1)[C:55]1[CH:60]=[CH:59][CH:58]=[CH:57][CH:56]=1. The catalyst is C1(C)C=CC=CC=1.C1C=CC(/C=C/C(/C=C/C2C=CC=CC=2)=O)=CC=1.C1C=CC(/C=C/C(/C=C/C2C=CC=CC=2)=O)=CC=1.C1C=CC(/C=C/C(/C=C/C2C=CC=CC=2)=O)=CC=1.[Pd].[Pd].C(Cl)(Cl)Cl.O. The product is [C:54](=[N:67][C:2]1[CH:3]=[CH:4][C:5]([F:17])=[C:6]([C:8]23[CH2:15][CH:14]2[CH2:13][O:12][CH2:11][C:10](=[O:16])[NH:9]3)[CH:7]=1)([C:61]1[CH:62]=[CH:63][CH:64]=[CH:65][CH:66]=1)[C:55]1[CH:60]=[CH:59][CH:58]=[CH:57][CH:56]=1. The yield is 0.850. (3) The reactants are [CH3:1][N:2]([CH3:17])[CH2:3][CH2:4][O:5][C:6]1[CH:16]=[CH:15][C:9]([C:10](OCC)=[O:11])=[CH:8][CH:7]=1.[H-].[NH2:19][NH2:20]. The catalyst is C(O)C. The product is [CH3:1][N:2]([CH3:17])[CH2:3][CH2:4][O:5][C:6]1[CH:16]=[CH:15][C:9]([C:10]([NH:19][NH2:20])=[O:11])=[CH:8][CH:7]=1. The yield is 0.829.